From a dataset of Reaction yield outcomes from USPTO patents with 853,638 reactions. Predict the reaction yield, written as a fraction of the theoretical maximum amount of product (1.0 means a 100% yield; for example, 0.34 means a 34% yield). (1) The reactants are Br[C:2]1[C:3]([N:11]2[CH2:16][CH2:15][N:14]([C:17](=[O:38])[C@@H:18]([C:31]3[CH:36]=[CH:35][C:34]([Cl:37])=[CH:33][CH:32]=3)[CH2:19][N:20]([CH:28]([CH3:30])[CH3:29])[C:21](=[O:27])[O:22][C:23]([CH3:26])([CH3:25])[CH3:24])[CH2:13][CH2:12]2)=[C:4]2[CH:10]=[CH:9][NH:8][C:5]2=[N:6][CH:7]=1.[CH3:39][O:40][C:41]1[CH:42]=[C:43](B(O)O)[CH:44]=[CH:45][C:46]=1[O:47][CH3:48].C([O-])([O-])=O.[K+].[K+]. The catalyst is C1C=CC([P]([Pd]([P](C2C=CC=CC=2)(C2C=CC=CC=2)C2C=CC=CC=2)([P](C2C=CC=CC=2)(C2C=CC=CC=2)C2C=CC=CC=2)[P](C2C=CC=CC=2)(C2C=CC=CC=2)C2C=CC=CC=2)(C2C=CC=CC=2)C2C=CC=CC=2)=CC=1. The product is [Cl:37][C:34]1[CH:33]=[CH:32][C:31]([C@H:18]([C:17]([N:14]2[CH2:13][CH2:12][N:11]([C:3]3[C:2]([C:44]4[CH:43]=[CH:42][C:41]([O:40][CH3:39])=[C:46]([O:47][CH3:48])[CH:45]=4)=[CH:7][N:6]=[C:5]4[NH:8][CH:9]=[CH:10][C:4]=34)[CH2:16][CH2:15]2)=[O:38])[CH2:19][N:20]([CH:28]([CH3:29])[CH3:30])[C:21](=[O:27])[O:22][C:23]([CH3:24])([CH3:25])[CH3:26])=[CH:36][CH:35]=1. The yield is 0.182. (2) The reactants are [N+:1]([C:4]1[CH:10]=[CH:9][CH:8]=[CH:7][C:5]=1[NH2:6])([O-])=O.C([N:14]1[C:22]2[C:17](=[CH:18][C:19]([C:23](Cl)=O)=[CH:20][CH:21]=2)[C:16]([C:26]2[CH:31]=[CH:30][C:29]([F:32])=[CH:28][CH:27]=2)=[N:15]1)(=O)C.O. The catalyst is N1C=CC=CC=1. The product is [N:6]1[C:5]2[CH:7]=[CH:8][CH:9]=[CH:10][C:4]=2[NH:1][C:23]=1[C:19]1[CH:18]=[C:17]2[C:22](=[CH:21][CH:20]=1)[NH:14][N:15]=[C:16]2[C:26]1[CH:31]=[CH:30][C:29]([F:32])=[CH:28][CH:27]=1. The yield is 0.170.